Task: Predict the reaction yield, written as a fraction of the theoretical maximum amount of product (1.0 means a 100% yield; for example, 0.34 means a 34% yield).. Dataset: Reaction yield outcomes from USPTO patents with 853,638 reactions (1) The reactants are C(N1C(=O)C(COS(C)(=O)=O)=CC(C2C=CC(C(F)(F)F)=CC=2)=N1)C(C)C.[C:28]1([C:49]2[CH:54]=[CH:53][CH:52]=[CH:51][CH:50]=2)[CH:33]=[CH:32][C:31]([C:34]2[CH:35]=[C:36]([C:45]([O:47]C)=[O:46])[C:37](=[O:44])[N:38]([CH2:40][CH:41]([CH3:43])[CH3:42])[N:39]=2)=[CH:30][CH:29]=1. No catalyst specified. The product is [C:28]1([C:49]2[CH:50]=[CH:51][CH:52]=[CH:53][CH:54]=2)[CH:29]=[CH:30][C:31]([C:34]2[CH:35]=[C:36]([C:45]([OH:47])=[O:46])[C:37](=[O:44])[N:38]([CH2:40][CH:41]([CH3:43])[CH3:42])[N:39]=2)=[CH:32][CH:33]=1. The yield is 0.792. (2) The catalyst is C1(C)C=CC=CC=1. The reactants are [Br:1][C:2]1[CH:3]=[CH:4][C:5](=[C:8]2[C:13](=[O:14])OC(C)(C)OC2=O)[NH:6][CH:7]=1.[CH2:18]([NH2:25])[C:19]1[CH:24]=[CH:23][CH:22]=[CH:21][CH:20]=1. The yield is 0.960. The product is [CH2:18]([NH:25][C:13](=[O:14])[CH2:8][C:5]1[CH:4]=[CH:3][C:2]([Br:1])=[CH:7][N:6]=1)[C:19]1[CH:24]=[CH:23][CH:22]=[CH:21][CH:20]=1. (3) The reactants are [Li+].[CH3:2][CH:3]([N-]C(C)C)C.[CH3:9][O:10][C:11](=[O:23])[CH2:12][C:13]1[CH:14]=[C:15]2[C:20](=[CH:21][CH:22]=1)[N:19]=[CH:18][CH:17]=[CH:16]2.BrCCBr. The catalyst is C1COCC1. The product is [N:19]1[C:20]2[C:15](=[CH:14][C:13]([C:12]3([C:11]([O:10][CH3:9])=[O:23])[CH2:3][CH2:2]3)=[CH:22][CH:21]=2)[CH:16]=[CH:17][CH:18]=1. The yield is 0.200. (4) The reactants are C([O:9][CH2:10][C:11]1([CH2:17][F:18])[O:16][CH2:15][CH2:14][CH2:13][O:12]1)(=O)C1C=CC=CC=1.[OH-].[Na+].[Cl-].[NH4+]. The catalyst is CO. The product is [F:18][CH2:17][C:11]1([CH2:10][OH:9])[O:16][CH2:15][CH2:14][CH2:13][O:12]1. The yield is 0.893. (5) The reactants are Br[C:2]1[CH:3]=[C:4]2[C:8](=[CH:9][C:10]=1[Cl:11])[NH:7][N:6]=[C:5]2[C:12]([OH:14])=[O:13].[OH:15][CH2:16][C:17]1[CH:22]=[CH:21][C:20](B(O)O)=[CH:19][CH:18]=1.C(=O)([O-])[O-].[K+].[K+]. The catalyst is C1(C)C=CC=CC=1.CCO.C1C=CC(P(C2C=CC=CC=2)[C-]2C=CC=C2)=CC=1.C1C=CC(P(C2C=CC=CC=2)[C-]2C=CC=C2)=CC=1.Cl[Pd]Cl.[Fe+2]. The product is [Cl:11][C:10]1[CH:9]=[C:8]2[C:4]([C:5]([C:12]([OH:14])=[O:13])=[N:6][NH:7]2)=[CH:3][C:2]=1[C:20]1[CH:21]=[CH:22][C:17]([CH2:16][OH:15])=[CH:18][CH:19]=1. The yield is 0.110. (6) The reactants are [C:1]([O:5][C:6](=[O:14])[NH:7][C@H:8]([CH3:13])[C:9](O)([CH3:11])[CH3:10])([CH3:4])([CH3:3])[CH3:2].CCN(S(F)(F)[F:21])CC. The catalyst is C(Cl)Cl. The product is [C:1]([O:5][C:6](=[O:14])[NH:7][C@H:8]([CH3:13])[C:9]([F:21])([CH3:11])[CH3:10])([CH3:4])([CH3:3])[CH3:2]. The yield is 0.660.